Dataset: Reaction yield outcomes from USPTO patents with 853,638 reactions. Task: Predict the reaction yield, written as a fraction of the theoretical maximum amount of product (1.0 means a 100% yield; for example, 0.34 means a 34% yield). The reactants are COC[O:4][C:5]1[CH:13]=[CH:12][C:8]([CH2:9][O:10][NH2:11])=[CH:7][CH:6]=1.O=[C:15]([C:22]1[CH:27]=[CH:26][CH:25]=[CH:24][CH:23]=1)[CH2:16][CH2:17][C:18]([O:20][CH3:21])=[O:19].C([O-])(=O)C.[Na+].Cl. The catalyst is C(OCC)(=O)C.CCCCCC.CO.C(O)(=O)C. The product is [OH:4][C:5]1[CH:6]=[CH:7][C:8]([CH2:9][O:10]/[N:11]=[C:15](/[C:22]2[CH:23]=[CH:24][CH:25]=[CH:26][CH:27]=2)\[CH2:16][CH2:17][C:18]([O:20][CH3:21])=[O:19])=[CH:12][CH:13]=1. The yield is 0.500.